From a dataset of Forward reaction prediction with 1.9M reactions from USPTO patents (1976-2016). Predict the product of the given reaction. (1) Given the reactants [O:1]=[CH:2][C:3]1[CH:11]=[CH:10][C:7]([O:8][CH3:9])=[C:5]([OH:6])[CH:4]=1.[CH2:12](I)[CH2:13][CH3:14].C([O-])([O-])=O.[K+].[K+].C(OC1C=C(C=CC=1C)C=O)C, predict the reaction product. The product is: [CH3:9][O:8][C:7]1[CH:10]=[CH:11][C:3]([CH:2]=[O:1])=[CH:4][C:5]=1[O:6][CH2:12][CH2:13][CH3:14]. (2) Given the reactants [CH3:1]S(Cl)(=O)=O.C(Cl)Cl.O[CH2:10][CH2:11]/[C:12](=[CH:22]\[S:23][C:24]1[CH:29]=[CH:28][CH:27]=[CH:26][CH:25]=1)/[C:13](=[S:21])[NH:14][C:15]1[CH:20]=[CH:19][CH:18]=[CH:17][CH:16]=1.C(N(CC)CC)C, predict the reaction product. The product is: [C:24]1([S:23]/[CH:22]=[C:12]2/[C:13](=[N:14]/[C:15]3[CH:20]=[CH:19][CH:18]=[CH:17][CH:16]=3)/[S:21][CH2:10][CH2:11]/2)[CH:29]=[CH:28][CH:27]=[CH:26][CH:25]=1.[C:15]1([N:14]2[CH2:10][CH2:11][C:12](=[C:22]([S:23][C:24]3[CH:29]=[CH:28][CH:27]=[CH:26][CH:25]=3)[CH3:1])[C:13]2=[S:21])[CH:20]=[CH:19][CH:18]=[CH:17][CH:16]=1. (3) Given the reactants C([O:3][C:4](=[O:24])[CH2:5][CH2:6][CH2:7][N:8]1[CH2:13][CH2:12][N:11]([C:14]2[CH:19]=[CH:18][C:17]([C:20]([CH3:23])([CH3:22])[CH3:21])=[CH:16][CH:15]=2)[CH2:10][CH2:9]1)C.[OH-].[Li+:26].C(#N)C, predict the reaction product. The product is: [Li+:26].[C:20]([C:17]1[CH:16]=[CH:15][C:14]([N:11]2[CH2:10][CH2:9][N:8]([CH2:7][CH2:6][CH2:5][C:4]([O-:24])=[O:3])[CH2:13][CH2:12]2)=[CH:19][CH:18]=1)([CH3:23])([CH3:21])[CH3:22]. (4) Given the reactants [Cl:1][C:2]1[CH:10]=[C:9]2[C:5]([C:6]([C:20]#[N:21])=[C:7]([C:12]3[CH:13]=[N:14][CH:15]=[C:16]([CH:18]=O)[CH:17]=3)[N:8]2[CH3:11])=[CH:4][CH:3]=1.[C:22]([O:26][C:27](=[O:35])[NH:28][CH:29]1[CH2:34][CH2:33][NH:32][CH2:31][CH2:30]1)([CH3:25])([CH3:24])[CH3:23], predict the reaction product. The product is: [C:22]([O:26][C:27](=[O:35])[NH:28][CH:29]1[CH2:34][CH2:33][N:32]([CH2:18][C:16]2[CH:15]=[N:14][CH:13]=[C:12]([C:7]3[N:8]([CH3:11])[C:9]4[C:5]([C:6]=3[C:20]#[N:21])=[CH:4][CH:3]=[C:2]([Cl:1])[CH:10]=4)[CH:17]=2)[CH2:31][CH2:30]1)([CH3:25])([CH3:23])[CH3:24]. (5) Given the reactants CS([O:5][CH:6]1CN(C(C2OC(C3C=CC=CC=3)=NN=2)=O)C1)(=O)=O.C[C:24]1[CH:31]=[C:30]([O:32][CH:33]2[CH2:36][N:35]([C:37]([C:39]3[O:40][C:41]([C:44]4[CH:49]=[CH:48][CH:47]=[CH:46][CH:45]=4)=[N:42][N:43]=3)=[O:38])[CH2:34]2)[CH:29]=[CH:28][C:25]=1[CH:26]=[O:27].COC1C=CC(C2OC(C(OCC)=O)=NN=2)=CC=1, predict the reaction product. The product is: [CH3:6][O:5][C:47]1[CH:48]=[CH:49][C:44]([C:41]2[O:40][C:39]([C:37]([N:35]3[CH2:34][CH:33]([O:32][C:30]4[CH:29]=[CH:28][C:25]([CH:26]=[O:27])=[CH:24][CH:31]=4)[CH2:36]3)=[O:38])=[N:43][N:42]=2)=[CH:45][CH:46]=1.